From a dataset of Reaction yield outcomes from USPTO patents with 853,638 reactions. Predict the reaction yield, written as a fraction of the theoretical maximum amount of product (1.0 means a 100% yield; for example, 0.34 means a 34% yield). (1) The reactants are [Br:1][C:2]1[CH:10]=[CH:9][CH:8]=[C:7]2[C:3]=1[CH:4]([C:17]1[C:25]([OH:26])=[CH:24][C:20]3[O:21][CH2:22][O:23][C:19]=3[CH:18]=1)[C:5](=[O:16])[N:6]2[CH2:11][CH2:12][CH2:13][CH2:14][CH3:15].C(N(CC)CC)C.Cl[Si](C)(C)C.[CH2:39]=[O:40].FC(F)(F)S([O-])(=O)=O.[Yb+3].FC(F)(F)S([O-])(=O)=O.FC(F)(F)S([O-])(=O)=O. The catalyst is ClCCl. The product is [Br:1][C:2]1[CH:10]=[CH:9][CH:8]=[C:7]2[C:3]=1[C:4]([C:17]1[C:25]([OH:26])=[CH:24][C:20]3[O:21][CH2:22][O:23][C:19]=3[CH:18]=1)([CH2:39][OH:40])[C:5](=[O:16])[N:6]2[CH2:11][CH2:12][CH2:13][CH2:14][CH3:15]. The yield is 0.790. (2) The reactants are Cl.[CH2:2]([N:9]1[CH2:14][CH2:13][C@@H:12]([F:15])[C@H:11]([NH:16]P(=O)(OCC)OCC)[CH2:10]1)[C:3]1[CH:8]=[CH:7][CH:6]=[CH:5][CH:4]=1.[CH3:25][C:26]([O:29][C:30](O[C:30]([O:29][C:26]([CH3:28])([CH3:27])[CH3:25])=[O:31])=[O:31])([CH3:28])[CH3:27].C(OCC)(=O)C. The catalyst is O1CCOCC1.C1COCC1.[OH-].[Na+]. The product is [CH2:2]([N:9]1[CH2:14][CH2:13][C@@H:12]([F:15])[C@H:11]([NH:16][C:30](=[O:31])[O:29][C:26]([CH3:28])([CH3:27])[CH3:25])[CH2:10]1)[C:3]1[CH:4]=[CH:5][CH:6]=[CH:7][CH:8]=1. The yield is 0.670. (3) The reactants are [C:1]([OH:9])(=O)[C:2]1[CH:7]=[CH:6][CH:5]=[N:4][CH:3]=1.C1C=CC2N(O)N=NC=2C=1.CCN=C=NCCCN(C)C.Cl.CCN(CC)CC.[CH3:39][O:40][C:41]1[CH:50]=[C:49]([O:51][CH3:52])[CH:48]=[C:47]2[C:42]=1[C:43](=[O:65])[NH:44][C:45]([C:53]1[CH:58]=[CH:57][C:56]([N:59]3[CH2:64][CH2:63][NH:62][CH2:61][CH2:60]3)=[CH:55][CH:54]=1)=[N:46]2. The catalyst is C1COCC1. The product is [CH3:39][O:40][C:41]1[CH:50]=[C:49]([O:51][CH3:52])[CH:48]=[C:47]2[C:42]=1[C:43](=[O:65])[NH:44][C:45]([C:53]1[CH:58]=[CH:57][C:56]([N:59]3[CH2:60][CH2:61][N:62]([C:1](=[O:9])[C:2]4[CH:7]=[CH:6][CH:5]=[N:4][CH:3]=4)[CH2:63][CH2:64]3)=[CH:55][CH:54]=1)=[N:46]2. The yield is 0.190. (4) The catalyst is C(#N)C.C(O)C. The product is [P:27](=[O:28])([OH:31])([OH:30])[OH:29].[N:1]1[C:6]2[NH:7][CH:8]=[CH:9][C:5]=2[C:4]([C:10]2[CH:11]=[N:12][N:13]([C:15]3([CH2:24][C:25]#[N:26])[CH2:16][N:17]([S:19]([CH2:22][CH3:23])(=[O:20])=[O:21])[CH2:18]3)[CH:14]=2)=[N:3][CH:2]=1. The reactants are [N:1]1[C:6]2[NH:7][CH:8]=[CH:9][C:5]=2[C:4]([C:10]2[CH:11]=[N:12][N:13]([C:15]3([CH2:24][C:25]#[N:26])[CH2:18][N:17]([S:19]([CH2:22][CH3:23])(=[O:21])=[O:20])[CH2:16]3)[CH:14]=2)=[N:3][CH:2]=1.[P:27](=[O:31])([OH:30])([OH:29])[OH:28]. The yield is 0.930. (5) The reactants are [CH2:1]([C:3]1[C:24]([N:25]2[CH2:30][CH2:29][NH:28][CH2:27][CH2:26]2)=[CH:23][C:6]2[C:7]([CH3:22])([CH3:21])[C:8]3[NH:9][C:10]4[C:15]([C:16]=3[C:17](=[O:18])[C:5]=2[CH:4]=1)=[CH:14][CH:13]=[C:12]([C:19]#[N:20])[CH:11]=4)[CH3:2].[C:31]1(=O)[CH2:36][CH2:35][CH2:34][CH2:33][CH2:32]1.C[Si]([C:42]#[N:43])(C)C. The catalyst is C(Cl)(Cl)Cl.C(OCC)(=O)C.[I-].[Zn+2].[I-]. The product is [C:42]([C:31]1([N:28]2[CH2:29][CH2:30][N:25]([C:24]3[C:3]([CH2:1][CH3:2])=[CH:4][C:5]4[C:17](=[O:18])[C:16]5[C:15]6[C:10](=[CH:11][C:12]([C:19]#[N:20])=[CH:13][CH:14]=6)[NH:9][C:8]=5[C:7]([CH3:22])([CH3:21])[C:6]=4[CH:23]=3)[CH2:26][CH2:27]2)[CH2:36][CH2:35][CH2:34][CH2:33][CH2:32]1)#[N:43]. The yield is 0.300. (6) The reactants are C[O:2][C:3]([C:5]1[CH:10]=[CH:9][C:8]([CH:11]2[CH2:15][CH2:14][O:13][CH2:12]2)=[C:7]([C:16]2[CH:21]=[CH:20][CH:19]=[C:18]([Cl:22])[CH:17]=2)[N:6]=1)=[O:4].O.[OH-].[Li+]. The catalyst is CO.C(OCC)(=O)C. The product is [Cl:22][C:18]1[CH:17]=[C:16]([C:7]2[N:6]=[C:5]([C:3]([OH:4])=[O:2])[CH:10]=[CH:9][C:8]=2[CH:11]2[CH2:15][CH2:14][O:13][CH2:12]2)[CH:21]=[CH:20][CH:19]=1. The yield is 0.810. (7) The reactants are [OH:1][CH2:2][C@@H:3]1[CH2:5][C@H:4]1[CH2:6][C:7]([OH:9])=[O:8].[CH2:10](Br)[C:11]1[CH:16]=[CH:15][CH:14]=[CH:13][CH:12]=1.C(=O)([O-])[O-].[K+].[K+].CN(C=O)C. The catalyst is O. The product is [OH:1][CH2:2][C@@H:3]1[CH2:5][C@H:4]1[CH2:6][C:7]([O:9][CH2:10][C:11]1[CH:16]=[CH:15][CH:14]=[CH:13][CH:12]=1)=[O:8]. The yield is 0.520.